This data is from Forward reaction prediction with 1.9M reactions from USPTO patents (1976-2016). The task is: Predict the product of the given reaction. (1) Given the reactants [Br:1][C:2]1[CH:6]=[CH:5][S:4][C:3]=1[C:7]([NH:9][C:10]1[CH:15]=[CH:14][C:13]([O:16][CH3:17])=[CH:12][C:11]=1[F:18])=[O:8].[C:19](O[C:19]([O:21][C:22]([CH3:25])([CH3:24])[CH3:23])=[O:20])([O:21][C:22]([CH3:25])([CH3:24])[CH3:23])=[O:20], predict the reaction product. The product is: [Br:1][C:2]1[CH:6]=[CH:5][S:4][C:3]=1[C:7]([N:9]([C:10]1[CH:15]=[CH:14][C:13]([O:16][CH3:17])=[CH:12][C:11]=1[F:18])[C:19](=[O:20])[O:21][C:22]([CH3:25])([CH3:24])[CH3:23])=[O:8]. (2) The product is: [CH2:1]([C:5]1[CH:13]=[CH:12][C:8]([C:9]([NH:14][C:15]2[CH:23]=[CH:22][C:21]([O:24][C:25]3[CH:30]=[CH:29][C:28]([NH:31][S:32]([C:35]4[CH:40]=[CH:39][CH:38]=[CH:37][CH:36]=4)(=[O:34])=[O:33])=[C:27]([C:41]([O:43][CH3:44])=[O:42])[CH:26]=3)=[CH:20][C:16]=2[C:17]([OH:19])=[O:18])=[O:10])=[CH:7][CH:6]=1)[CH2:2][CH2:3][CH3:4]. Given the reactants [CH2:1]([C:5]1[CH:13]=[CH:12][C:8]([C:9](Cl)=[O:10])=[CH:7][CH:6]=1)[CH2:2][CH2:3][CH3:4].[NH2:14][C:15]1[CH:23]=[CH:22][C:21]([O:24][C:25]2[CH:30]=[CH:29][C:28]([NH:31][S:32]([C:35]3[CH:40]=[CH:39][CH:38]=[CH:37][CH:36]=3)(=[O:34])=[O:33])=[C:27]([C:41]([O:43][CH3:44])=[O:42])[CH:26]=2)=[CH:20][C:16]=1[C:17]([OH:19])=[O:18], predict the reaction product. (3) Given the reactants Br[C:2]1[C:7](=[O:8])[N:6]([CH2:9][C:10]2[CH:15]=[CH:14][C:13]([C:16]3[C:17]([C:22]#[N:23])=[CH:18][CH:19]=[CH:20][CH:21]=3)=[CH:12][CH:11]=2)[C:5]([O:24][CH2:25][CH3:26])=[N:4][C:3]=1[CH3:27].[CH3:28][CH:29]1[CH2:33][C:32]2[CH:34]=[C:35](B(O)O)[CH:36]=[CH:37][C:31]=2[O:30]1.C(=O)([O-])[O-].[Cs+].[Cs+], predict the reaction product. The product is: [CH2:25]([O:24][C:5]1[N:6]([CH2:9][C:10]2[CH:15]=[CH:14][C:13]([C:16]3[C:17]([C:22]#[N:23])=[CH:18][CH:19]=[CH:20][CH:21]=3)=[CH:12][CH:11]=2)[C:7](=[O:8])[C:2]([C:35]2[CH:36]=[CH:37][C:31]3[O:30][CH:29]([CH3:28])[CH2:33][C:32]=3[CH:34]=2)=[C:3]([CH3:27])[N:4]=1)[CH3:26]. (4) Given the reactants Br[C:2]1[O:6][C:5]([C:7]([OH:9])=[O:8])=[CH:4][CH:3]=1.[C:10]([C:13]1[S:14][C:15](B(O)O)=[CH:16][CH:17]=1)(=[O:12])[CH3:11].C(=O)([O-])[O-].[K+].[K+].O1CCOCC1, predict the reaction product. The product is: [C:10]([C:13]1[S:14][C:15]([C:2]2[O:6][C:5]([C:7]([OH:9])=[O:8])=[CH:4][CH:3]=2)=[CH:16][CH:17]=1)(=[O:12])[CH3:11]. (5) Given the reactants [F:1][C:2]1[CH:36]=[C:35]([NH:37][C:38]([NH:40][C:41](=[O:49])[CH2:42][C:43]2[CH:48]=[CH:47][CH:46]=[CH:45][CH:44]=2)=[S:39])[CH:34]=[CH:33][C:3]=1[O:4][C:5]1[CH:10]=[CH:9][N:8]=[C:7]2[CH:11]=[C:12]([C:14]3[CH:15]=[C:16]([CH:30]=[CH:31][CH:32]=3)[CH2:17][N:18]([CH2:26][CH2:27][O:28][CH3:29])C(=O)OC(C)(C)C)[S:13][C:6]=12.C(O)(C(F)(F)F)=O, predict the reaction product. The product is: [F:1][C:2]1[CH:36]=[C:35]([NH:37][C:38]([NH:40][C:41](=[O:49])[CH2:42][C:43]2[CH:44]=[CH:45][CH:46]=[CH:47][CH:48]=2)=[S:39])[CH:34]=[CH:33][C:3]=1[O:4][C:5]1[CH:10]=[CH:9][N:8]=[C:7]2[CH:11]=[C:12]([C:14]3[CH:32]=[CH:31][CH:30]=[C:16]([CH2:17][NH:18][CH2:26][CH2:27][O:28][CH3:29])[CH:15]=3)[S:13][C:6]=12.